This data is from B-cell epitopes from IEDB database with 3,159 antigens for binding position prediction. The task is: Token-level Classification. Given an antigen amino acid sequence, predict which amino acid positions are active epitope sites capable of antibody binding. Output is a list of indices for active positions. (1) Given the antigen sequence: TPILEKVPRKMAAKTPSSEESGLPKLPVPPLQQTLATYLQCMQHLVSEEQFRKSQAIVQQFGAPGGLGETLQQKLLERQEKTANWVSEYWLNDMYLNNRLALPVNSSPAVIFARQHFPGTDDQL, which amino acid positions are active epitope sites? The epitope positions are: [16, 17, 18, 19, 20, 21, 22, 23, 24, 25, 26, 27, 28, 29, 30, 31, 32, 33, 34, 35]. The amino acids at these positions are: SSEESGLPKLPVPPLQQTLA. (2) Given the antigen sequence: MGQQPAKSMDVRRIEGGELLLNQLAGRMIPKGTVTWSGKFPTIDHILDHVQTMEEINTLQQQGAWPAGAGRRAGLTNPAPQEIPQPQWTPEEDQKAREAFRRYQEERPPEATTIAPTSPTPWKLQPGDDPLLENKSLLETHPLYQNPEPAVPVIKTPPLKKKMSGTFGGILAGLIGLLVSFFLLIKILEILRRLDWWWISLSSPKGKMQCAFQDTGAQTSLHYVGSCPWGCPGFLWTYLRLFIIFLLILLVAAGLLYLTDNGSTILGKLQWASVSALFSSISSLLPSDQKSLVALMFGLLLIWMTSSSATQTLVTLTQLATLSALFYKN, which amino acid positions are active epitope sites? The epitope positions are: [76, 77, 78, 79, 80, 81, 82, 83, 84, 85, 86, 87, 88, 89, 90, 91, 92, 93, 94, 95... (24 total positions)]. The amino acids at these positions are: NPAPQEIPQPQWTPEEDQKAREAF. (3) Given the antigen sequence: MSLLTEVETPIRNEWGCRCNDSSDPLVVAASIIGILHLILWILDRLFFKCIYRFFEHGLKRGPSTEGVPESMREEYRKEQQSAVDADDSHFVSIELE, which amino acid positions are active epitope sites? The epitope positions are: [0, 1, 2, 3, 4, 5, 6, 7, 8, 9, 10, 11, 12, 13, 14, 15, 16, 17, 18, 19... (24 total positions)]. The amino acids at these positions are: MSLLTEVETPIRNEWGCRCNDSSD.